From a dataset of Forward reaction prediction with 1.9M reactions from USPTO patents (1976-2016). Predict the product of the given reaction. (1) Given the reactants [CH3:1][O:2][C:3]1[CH:8]=[CH:7][C:6]([CH2:9][NH:10][C:11]2[CH:16]=[CH:15][C:14]([C:17]3[CH:22]=[CH:21][C:20]([C:23]([F:26])([F:25])[F:24])=[CH:19][CH:18]=3)=[CH:13][C:12]=2[C:27]#[N:28])=[CH:5][CH:4]=1.[H-].[Al+3].[Li+].[H-].[H-].[H-], predict the reaction product. The product is: [NH2:28][CH2:27][C:12]1[CH:13]=[C:14]([C:17]2[CH:22]=[CH:21][C:20]([C:23]([F:24])([F:25])[F:26])=[CH:19][CH:18]=2)[CH:15]=[CH:16][C:11]=1[NH:10][CH2:9][C:6]1[CH:5]=[CH:4][C:3]([O:2][CH3:1])=[CH:8][CH:7]=1. (2) Given the reactants [NH2:1][C:2]1[C:7]([OH:8])=[CH:6][CH:5]=[CH:4][C:3]=1[CH3:9].CCN(C(C)C)C(C)C.[C:19](N1C=CN=C1)(N1C=CN=C1)=[O:20], predict the reaction product. The product is: [CH3:9][C:3]1[C:2]2[NH:1][C:19](=[O:20])[O:8][C:7]=2[CH:6]=[CH:5][CH:4]=1.